This data is from Full USPTO retrosynthesis dataset with 1.9M reactions from patents (1976-2016). The task is: Predict the reactants needed to synthesize the given product. (1) Given the product [N:1]1[N:2]=[CH:3][N:4]([NH:6][C:14]2[CH:21]=[CH:20][C:17]([C:18]#[N:19])=[C:16]([Br:22])[CH:15]=2)[CH:5]=1, predict the reactants needed to synthesize it. The reactants are: [N:1]1[N:2]=[CH:3][N:4]([NH2:6])[CH:5]=1.CC([O-])(C)C.[K+].F[C:14]1[CH:21]=[CH:20][C:17]([C:18]#[N:19])=[C:16]([Br:22])[CH:15]=1.OS([O-])(=O)=O.[K+]. (2) Given the product [CH3:31][O:30][C:26]([NH:27][NH:28][CH:12]([C:7]1[CH:8]=[C:9]2[C:4](=[CH:5][CH:6]=1)[N:3]=[C:2]([CH3:1])[CH:11]=[CH:10]2)[CH3:13])=[O:29], predict the reactants needed to synthesize it. The reactants are: [CH3:1][C:2]1[CH:11]=[CH:10][C:9]2[C:4](=[CH:5][CH:6]=[C:7]([C:12](=O)[CH3:13])[CH:8]=2)[N:3]=1.C1(C)C=CC(S(O)(=O)=O)=CC=1.[C:26]([O:30][CH3:31])(=[O:29])[NH:27][NH2:28].C(=O)(O)[O-].[Na+]. (3) Given the product [NH2:1][C:4]1[CH:9]=[C:8]([CH2:10][CH3:11])[CH:7]=[CH:6][C:5]=1[CH2:12][C:13]([O:15][C:16]([CH3:17])([CH3:19])[CH3:18])=[O:14], predict the reactants needed to synthesize it. The reactants are: [N+:1]([C:4]1[CH:9]=[C:8]([CH:10]=[CH2:11])[CH:7]=[CH:6][C:5]=1[CH2:12][C:13]([O:15][C:16]([CH3:19])([CH3:18])[CH3:17])=[O:14])([O-])=O. (4) Given the product [Cl:7][C:8]1[CH:13]=[CH:12][C:11]([C:14]2[S:18][C:17]([C:19]([N:50]([O:51][CH3:52])[CH3:49])=[O:20])=[C:16]([C:22]3[CH:23]=[CH:24][C:25]([S:28](=[O:30])(=[O:31])[N:29]=[CH:39][N:37]([CH3:36])[CH3:38])=[CH:26][CH:27]=3)[C:15]=2[CH2:32][N:33]([CH3:35])[CH3:34])=[CH:10][CH:9]=1, predict the reactants needed to synthesize it. The reactants are: C(Cl)(=O)C(Cl)=O.[Cl:7][C:8]1[CH:13]=[CH:12][C:11]([C:14]2[S:18][C:17]([C:19](O)=[O:20])=[C:16]([C:22]3[CH:27]=[CH:26][C:25]([S:28](=[O:31])(=[O:30])[NH2:29])=[CH:24][CH:23]=3)[C:15]=2[CH2:32][N:33]([CH3:35])[CH3:34])=[CH:10][CH:9]=1.[CH3:36][N:37]([CH:39]=O)[CH3:38].C(N(CC)CC)C.Cl.[CH3:49][NH:50][O:51][CH3:52]. (5) Given the product [C:57]([OH:63])([C:59]([F:62])([F:61])[F:60])=[O:58].[NH2:8][C@H:9]1[CH2:14][CH2:13][CH2:12][CH2:11][C@H:10]1[NH:15][C:16]1[N:21]=[C:20]([C:40]2[CH:41]=[C:42]3[N:47]([CH:48]=2)[CH2:46][CH2:45][O:44][CH2:43]3)[C:19]2[C:23](=[O:33])[NH:24][CH2:25][C:18]=2[C:17]=1[F:34], predict the reactants needed to synthesize it. The reactants are: C(OC([NH:8][C@H:9]1[CH2:14][CH2:13][CH2:12][CH2:11][C@H:10]1[NH:15][C:16]1[N:21]=[C:20](Cl)[C:19]2[C:23](=[O:33])[N:24](C(OC(C)(C)C)=O)[CH2:25][C:18]=2[C:17]=1[F:34])=O)(C)(C)C.C([Sn](CCCC)(CCCC)[C:40]1[CH:41]=[C:42]2[N:47]([CH:48]=1)[CH2:46][CH2:45][O:44][CH2:43]2)CCC.[C:57]([OH:63])([C:59]([F:62])([F:61])[F:60])=[O:58].